Dataset: NCI-60 drug combinations with 297,098 pairs across 59 cell lines. Task: Regression. Given two drug SMILES strings and cell line genomic features, predict the synergy score measuring deviation from expected non-interaction effect. (1) Drug 1: CS(=O)(=O)OCCCCOS(=O)(=O)C. Drug 2: C(CN)CNCCSP(=O)(O)O. Cell line: NCI-H460. Synergy scores: CSS=22.5, Synergy_ZIP=-8.19, Synergy_Bliss=-5.83, Synergy_Loewe=-21.3, Synergy_HSA=-8.81. (2) Drug 1: CC1=CC=C(C=C1)C2=CC(=NN2C3=CC=C(C=C3)S(=O)(=O)N)C(F)(F)F. Drug 2: CC1CCC2CC(C(=CC=CC=CC(CC(C(=O)C(C(C(=CC(C(=O)CC(OC(=O)C3CCCCN3C(=O)C(=O)C1(O2)O)C(C)CC4CCC(C(C4)OC)O)C)C)O)OC)C)C)C)OC. Cell line: SK-OV-3. Synergy scores: CSS=16.5, Synergy_ZIP=1.60, Synergy_Bliss=8.58, Synergy_Loewe=-19.7, Synergy_HSA=3.08. (3) Drug 1: C1=CC(=CC=C1C#N)C(C2=CC=C(C=C2)C#N)N3C=NC=N3. Drug 2: CCC(=C(C1=CC=CC=C1)C2=CC=C(C=C2)OCCN(C)C)C3=CC=CC=C3.C(C(=O)O)C(CC(=O)O)(C(=O)O)O. Cell line: BT-549. Synergy scores: CSS=-0.927, Synergy_ZIP=0.247, Synergy_Bliss=-0.190, Synergy_Loewe=-2.37, Synergy_HSA=-2.06. (4) Drug 1: CC1=C(C(CCC1)(C)C)C=CC(=CC=CC(=CC(=O)O)C)C. Drug 2: CCC1(CC2CC(C3=C(CCN(C2)C1)C4=CC=CC=C4N3)(C5=C(C=C6C(=C5)C78CCN9C7C(C=CC9)(C(C(C8N6C)(C(=O)OC)O)OC(=O)C)CC)OC)C(=O)OC)O.OS(=O)(=O)O. Cell line: OVCAR3. Synergy scores: CSS=2.47, Synergy_ZIP=11.1, Synergy_Bliss=12.1, Synergy_Loewe=10.9, Synergy_HSA=9.50. (5) Drug 1: COC1=CC(=CC(=C1O)OC)C2C3C(COC3=O)C(C4=CC5=C(C=C24)OCO5)OC6C(C(C7C(O6)COC(O7)C8=CC=CS8)O)O. Drug 2: C1C(C(OC1N2C=C(C(=O)NC2=O)F)CO)O. Cell line: NCI-H522. Synergy scores: CSS=39.6, Synergy_ZIP=-13.1, Synergy_Bliss=-7.76, Synergy_Loewe=-5.14, Synergy_HSA=-2.96. (6) Drug 2: CC12CCC3C(C1CCC2OP(=O)(O)O)CCC4=C3C=CC(=C4)OC(=O)N(CCCl)CCCl.[Na+]. Synergy scores: CSS=22.6, Synergy_ZIP=-0.424, Synergy_Bliss=1.44, Synergy_Loewe=-16.5, Synergy_HSA=-3.42. Drug 1: CC1=C(C(=O)C2=C(C1=O)N3CC4C(C3(C2COC(=O)N)OC)N4)N. Cell line: SN12C.